This data is from Forward reaction prediction with 1.9M reactions from USPTO patents (1976-2016). The task is: Predict the product of the given reaction. (1) Given the reactants [F:1][C:2]1[CH:3]=[C:4]([CH:8]=[CH:9][C:10]=1[N+:11]([O-:13])=[O:12])[C:5]([OH:7])=[O:6].[CH3:14]O.Cl, predict the reaction product. The product is: [F:1][C:2]1[CH:3]=[C:4]([CH:8]=[CH:9][C:10]=1[N+:11]([O-:13])=[O:12])[C:5]([O:7][CH3:14])=[O:6]. (2) Given the reactants Cl.[Br:2][C:3]1[C:4]([C@@H:9]([NH2:19])[CH2:10][C:11]2[CH:16]=[C:15]([F:17])[CH:14]=[C:13]([F:18])[CH:12]=2)=[N:5][CH:6]=[CH:7][CH:8]=1.C(N(C(C)C)CC)(C)C.[F:29][C:30]([F:45])([F:44])[C:31]1[C:39]2[CH2:38][CH2:37][CH2:36][CH2:35][C:34]=2[N:33]([CH2:40][C:41](O)=[O:42])[N:32]=1.F[P-](F)(F)(F)(F)F.N1(OC(N(C)C)=[N+](C)C)C2N=CC=CC=2N=N1, predict the reaction product. The product is: [Br:2][C:3]1[C:4]([C@@H:9]([NH:19][C:41](=[O:42])[CH2:40][N:33]2[C:34]3[CH2:35][CH2:36][CH2:37][CH2:38][C:39]=3[C:31]([C:30]([F:44])([F:29])[F:45])=[N:32]2)[CH2:10][C:11]2[CH:12]=[C:13]([F:18])[CH:14]=[C:15]([F:17])[CH:16]=2)=[N:5][CH:6]=[CH:7][CH:8]=1. (3) The product is: [Cl:11][C:12]1[N:13]=[CH:14][N:15]([C:2]2[N:7]=[C:6]([S:8][CH3:9])[C:5]([CH3:10])=[CH:4][N:3]=2)[C:16]=1[Cl:17]. Given the reactants Cl[C:2]1[N:7]=[C:6]([S:8][CH3:9])[C:5]([CH3:10])=[CH:4][N:3]=1.[Cl:11][C:12]1[N:13]=[CH:14][NH:15][C:16]=1[Cl:17].C(=O)([O-])[O-].[Na+].[Na+], predict the reaction product. (4) Given the reactants [CH2:1]([O:8][C:9]1[CH:18]=[CH:17][C:16]2[C:11](=[CH:12][CH:13]=[C:14](Br)[CH:15]=2)[CH:10]=1)[C:2]1[CH:7]=[CH:6][CH:5]=[CH:4][CH:3]=1.[CH:20]#[C:21][CH2:22][CH2:23][CH3:24].C[Si](C#C)(C)C, predict the reaction product. The product is: [CH2:1]([O:8][C:9]1[CH:18]=[CH:17][C:16]2[C:11](=[CH:12][CH:13]=[C:14]([C:20]#[C:21][CH2:22][CH2:23][CH3:24])[CH:15]=2)[CH:10]=1)[C:2]1[CH:7]=[CH:6][CH:5]=[CH:4][CH:3]=1. (5) The product is: [CH2:28]([N:9]1[C:10]2[C:15](=[CH:14][C:13]([C:16]([OH:18])=[O:17])=[CH:12][CH:11]=2)[C:7]([CH:1]2[CH2:2][CH2:3][CH2:4][CH2:5][CH2:6]2)=[C:8]1[C:20]1[CH:21]=[CH:22][CH:23]=[CH:24][CH:25]=1)[C:29]1[CH:34]=[CH:33][CH:32]=[CH:31][CH:30]=1. Given the reactants [CH:1]1([C:7]2[C:15]3[C:10](=[CH:11][CH:12]=[C:13]([C:16]([O:18]C)=[O:17])[CH:14]=3)[NH:9][C:8]=2[C:20]2[CH:25]=[CH:24][CH:23]=[CH:22][CH:21]=2)[CH2:6][CH2:5][CH2:4][CH2:3][CH2:2]1.[H-].[Na+].[CH2:28](Br)[C:29]1[CH:34]=[CH:33][CH:32]=[CH:31][CH:30]=1.B(Br)(Br)Br, predict the reaction product.